This data is from Catalyst prediction with 721,799 reactions and 888 catalyst types from USPTO. The task is: Predict which catalyst facilitates the given reaction. Reactant: [Br:1][C:2]1[C:3](=[O:25])[N:4]([CH2:17][CH2:18][C:19]2[CH:24]=[CH:23][CH:22]=[CH:21][CH:20]=2)[C:5]([C:10]2[CH:15]=[CH:14][CH:13]=[CH:12][C:11]=2[OH:16])=[N:6][C:7]=1[CH2:8]Br.Cl.[CH3:27][NH:28][CH3:29].C(=O)([O-])[O-].[Cs+].[Cs+]. Product: [Br:1][C:2]1[C:3](=[O:25])[N:4]([CH2:17][CH2:18][C:19]2[CH:24]=[CH:23][CH:22]=[CH:21][CH:20]=2)[C:5]([C:10]2[CH:15]=[CH:14][CH:13]=[CH:12][C:11]=2[OH:16])=[N:6][C:7]=1[CH2:8][N:28]([CH3:29])[CH3:27]. The catalyst class is: 3.